From a dataset of Reaction yield outcomes from USPTO patents with 853,638 reactions. Predict the reaction yield, written as a fraction of the theoretical maximum amount of product (1.0 means a 100% yield; for example, 0.34 means a 34% yield). The reactants are [F:1][C:2]1[CH:7]=[CH:6][C:5]2[C:8]3([CH2:36][O:37][C:4]=2[CH:3]=1)[CH2:13][CH2:12][N:11]([C:14]([C:16]1[CH:17]=[N:18][C:19]2[N:20]([N:30]=[CH:31][C:32]=2[C:33](O)=[O:34])[C:21]=1[NH:22][C:23]1[CH:28]=[CH:27][C:26]([CH3:29])=[CH:25][CH:24]=1)=[O:15])[CH2:10][CH2:9]3.[CH2:38]([S:40]([NH2:43])(=[O:42])=[O:41])[CH3:39]. No catalyst specified. The product is [F:1][C:2]1[CH:7]=[CH:6][C:5]2[C:8]3([CH2:36][O:37][C:4]=2[CH:3]=1)[CH2:9][CH2:10][N:11]([C:14]([C:16]1[CH:17]=[N:18][C:19]2[N:20]([N:30]=[CH:31][C:32]=2[C:33]([NH:43][S:40]([CH2:38][CH3:39])(=[O:42])=[O:41])=[O:34])[C:21]=1[NH:22][C:23]1[CH:28]=[CH:27][C:26]([CH3:29])=[CH:25][CH:24]=1)=[O:15])[CH2:12][CH2:13]3. The yield is 0.600.